Dataset: NCI-60 drug combinations with 297,098 pairs across 59 cell lines. Task: Regression. Given two drug SMILES strings and cell line genomic features, predict the synergy score measuring deviation from expected non-interaction effect. (1) Drug 1: C1CCC(CC1)NC(=O)N(CCCl)N=O. Drug 2: C1C(C(OC1N2C=NC3=C(N=C(N=C32)Cl)N)CO)O. Cell line: T-47D. Synergy scores: CSS=6.17, Synergy_ZIP=-2.96, Synergy_Bliss=0.325, Synergy_Loewe=-0.418, Synergy_HSA=-0.196. (2) Drug 1: CN1CCC(CC1)COC2=C(C=C3C(=C2)N=CN=C3NC4=C(C=C(C=C4)Br)F)OC. Drug 2: CCC1=C2CN3C(=CC4=C(C3=O)COC(=O)C4(CC)O)C2=NC5=C1C=C(C=C5)O. Cell line: NCI-H226. Synergy scores: CSS=30.3, Synergy_ZIP=-5.34, Synergy_Bliss=-3.01, Synergy_Loewe=-12.3, Synergy_HSA=-0.945. (3) Drug 1: CCCCCOC(=O)NC1=NC(=O)N(C=C1F)C2C(C(C(O2)C)O)O. Drug 2: CS(=O)(=O)CCNCC1=CC=C(O1)C2=CC3=C(C=C2)N=CN=C3NC4=CC(=C(C=C4)OCC5=CC(=CC=C5)F)Cl. Cell line: SK-MEL-5. Synergy scores: CSS=4.38, Synergy_ZIP=-1.56, Synergy_Bliss=-2.89, Synergy_Loewe=-2.21, Synergy_HSA=-2.44. (4) Drug 1: CN(CC1=CN=C2C(=N1)C(=NC(=N2)N)N)C3=CC=C(C=C3)C(=O)NC(CCC(=O)O)C(=O)O. Drug 2: C1CN1P(=S)(N2CC2)N3CC3. Cell line: BT-549. Synergy scores: CSS=14.1, Synergy_ZIP=-8.64, Synergy_Bliss=-6.00, Synergy_Loewe=-5.96, Synergy_HSA=-3.40. (5) Drug 1: C1=NC2=C(N1)C(=S)N=C(N2)N. Drug 2: C1=NC2=C(N1)C(=S)N=CN2. Cell line: HCC-2998. Synergy scores: CSS=32.8, Synergy_ZIP=-9.05, Synergy_Bliss=-11.0, Synergy_Loewe=-18.0, Synergy_HSA=-8.10. (6) Drug 1: CC(C)(C#N)C1=CC(=CC(=C1)CN2C=NC=N2)C(C)(C)C#N. Drug 2: COC1=C2C(=CC3=C1OC=C3)C=CC(=O)O2. Cell line: RXF 393. Synergy scores: CSS=-0.211, Synergy_ZIP=1.41, Synergy_Bliss=1.79, Synergy_Loewe=-0.422, Synergy_HSA=-0.148. (7) Cell line: U251. Drug 1: CC(C)(C#N)C1=CC(=CC(=C1)CN2C=NC=N2)C(C)(C)C#N. Drug 2: C1=CC=C(C=C1)NC(=O)CCCCCCC(=O)NO. Synergy scores: CSS=23.4, Synergy_ZIP=-0.583, Synergy_Bliss=2.37, Synergy_Loewe=3.75, Synergy_HSA=2.50.